Task: Predict the reaction yield, written as a fraction of the theoretical maximum amount of product (1.0 means a 100% yield; for example, 0.34 means a 34% yield).. Dataset: Reaction yield outcomes from USPTO patents with 853,638 reactions (1) The reactants are [CH:1]1([NH:7][C:8]2[C:13]([NH2:14])=[CH:12][N:11]=[C:10]3[NH:15][CH:16]=[CH:17][C:9]=23)[CH2:6][CH2:5][CH2:4][CH2:3][CH2:2]1.[CH:18](OCC)(OCC)OCC.O.C1(C)C=CC(S(O)(=O)=O)=CC=1. No catalyst specified. The product is [CH:1]1([N:7]2[C:8]3=[C:9]4[CH:17]=[CH:16][NH:15][C:10]4=[N:11][CH:12]=[C:13]3[N:14]=[CH:18]2)[CH2:2][CH2:3][CH2:4][CH2:5][CH2:6]1. The yield is 0.0200. (2) No catalyst specified. The product is [CH:27]1([CH2:26][N:14]2[C:13](=[O:16])[CH:12]=[C:11]([C:17]3[CH:18]=[CH:19][C:20]([O:23][CH3:24])=[CH:21][CH:22]=3)[C:10]([C:4]3[CH:5]=[CH:6][C:7]([O:8][CH3:9])=[C:2]([F:1])[CH:3]=3)=[N:15]2)[CH2:29][CH2:28]1. The reactants are [F:1][C:2]1[CH:3]=[C:4]([C:10]2[C:11]([C:17]3[CH:22]=[CH:21][C:20]([O:23][CH3:24])=[CH:19][CH:18]=3)=[CH:12][C:13](=[O:16])[NH:14][N:15]=2)[CH:5]=[CH:6][C:7]=1[O:8][CH3:9].Cl[CH2:26][CH:27]1[CH2:29][CH2:28]1. The yield is 0.930.